Task: Predict the reactants needed to synthesize the given product.. Dataset: Full USPTO retrosynthesis dataset with 1.9M reactions from patents (1976-2016) (1) Given the product [N:7]1[CH:2]=[CH:3][N:4]=[CH:5][C:6]=1[NH:8][CH2:9][C:10]([O:12][CH2:13][CH3:14])=[O:11], predict the reactants needed to synthesize it. The reactants are: Cl[C:2]1[N:7]=[C:6]([NH:8][CH2:9][C:10]([O:12][CH2:13][CH3:14])=[O:11])[CH:5]=[N:4][CH:3]=1.C(=O)([O-])[O-].[K+].[K+].[H][H]. (2) The reactants are: [H-].[Na+].[F:3][S:4]([F:38])([F:37])([F:36])([F:35])[C:5]1[CH:10]=[CH:9][C:8](/[CH:11]=[CH:12]/[C:13]2[O:14][CH:15]=[C:16]([CH2:18][O:19][C:20]3[CH:25]=[CH:24][C:23]([CH2:26][CH2:27][CH2:28][CH2:29][C:30]4[N:31]=[N:32][NH:33][N:34]=4)=[CH:22][CH:21]=3)[N:17]=2)=[CH:7][CH:6]=1.Br[CH2:40][CH2:41][OH:42]. Given the product [F:38][S:4]([F:35])([F:3])([F:36])([F:37])[C:5]1[CH:6]=[CH:7][C:8]([CH:11]=[CH:12][C:13]2[O:14][CH:15]=[C:16]([CH2:18][O:19][C:20]3[CH:21]=[CH:22][C:23]([CH2:26][CH2:27][CH2:28][CH2:29][C:30]4[N:31]=[N:32][N:33]([CH2:40][CH2:41][OH:42])[N:34]=4)=[CH:24][CH:25]=3)[N:17]=2)=[CH:9][CH:10]=1.[F:38][S:4]([F:35])([F:3])([F:36])([F:37])[C:5]1[CH:6]=[CH:7][C:8]([CH:11]=[CH:12][C:13]2[O:14][CH:15]=[C:16]([CH2:18][O:19][C:20]3[CH:21]=[CH:22][C:23]([CH2:26][CH2:27][CH2:28][CH2:29][C:30]4[N:34]([CH2:40][CH2:41][OH:42])[N:33]=[N:32][N:31]=4)=[CH:24][CH:25]=3)[N:17]=2)=[CH:9][CH:10]=1, predict the reactants needed to synthesize it. (3) Given the product [OH:5][C:6]1[CH:7]=[CH:8][C:9]([C:12]([C:15]2[CH:16]=[CH:17][C:18]([OH:21])=[CH:19][CH:20]=2)([CH3:14])[CH3:13])=[CH:10][CH:11]=1, predict the reactants needed to synthesize it. The reactants are: C([O:5][C:6]1[CH:11]=[CH:10][C:9]([C:12]([C:15]2[CH:20]=[CH:19][C:18]([O:21]CC3OC3)=[CH:17][CH:16]=2)([CH3:14])[CH3:13])=[CH:8][CH:7]=1)C1OC1.C(O)(=O)C=C.C(C1CC(=O)OC1=O)=CCCCCCC. (4) Given the product [CH:16]1([C:14]2[NH:13][N:12]=[C:11]([NH:10][C:6]3[N:5]=[C:4]([NH:19][C@H:20]([C:22]4[CH:23]=[CH:24][C:25]([F:28])=[CH:26][CH:27]=4)[CH3:21])[C:3]([CH2:2][N:1]4[C:35](=[O:36])[CH2:33][CH2:32][CH:31]4[C:30]([NH2:34])=[O:29])=[CH:8][C:7]=3[F:9])[CH:15]=2)[CH2:18][CH2:17]1, predict the reactants needed to synthesize it. The reactants are: [NH2:1][CH2:2][C:3]1[C:4]([NH:19][C@H:20]([C:22]2[CH:27]=[CH:26][C:25]([F:28])=[CH:24][CH:23]=2)[CH3:21])=[N:5][C:6]([NH:10][C:11]2[CH:15]=[C:14]([CH:16]3[CH2:18][CH2:17]3)[NH:13][N:12]=2)=[C:7]([F:9])[CH:8]=1.[O:29]=[C:30]1[NH:34][CH:33]([C:35](O)=[O:36])[CH2:32][CH2:31]1.